Dataset: Catalyst prediction with 721,799 reactions and 888 catalyst types from USPTO. Task: Predict which catalyst facilitates the given reaction. (1) Reactant: C(OC([N:8]([CH2:15][CH3:16])[CH2:9][CH2:10][CH2:11][C:12]([OH:14])=O)=O)(C)(C)C.F[P-](F)(F)(F)(F)F.N1(OC(N(C)C)=[N+](C)C)C2N=CC=CC=2N=N1.[CH2:41]([CH2:43][NH2:44])[OH:42].C(N(CC)C(C)C)(C)C.[ClH:54]. Product: [ClH:54].[CH2:15]([NH:8][CH2:9][CH2:10][CH2:11][C:12]([NH:44][CH2:43][CH2:41][OH:42])=[O:14])[CH3:16]. The catalyst class is: 3. (2) Reactant: [CH2:1]([O:3][C:4]1[CH:5]=[C:6]([CH:25]=[C:26]([O:29][CH2:30][CH3:31])[C:27]=1[F:28])[CH2:7][N:8]1[CH2:13][CH2:12][CH:11]([NH:14][C:15]2[O:16][C:17]3[C:23]([NH2:24])=[CH:22][CH:21]=[CH:20][C:18]=3[N:19]=2)[CH2:10][CH2:9]1)[CH3:2].C(N(C(C)C)C(C)C)C.[CH3:41][O:42][CH2:43][C:44](Cl)=[O:45]. Product: [CH2:1]([O:3][C:4]1[CH:5]=[C:6]([CH:25]=[C:26]([O:29][CH2:30][CH3:31])[C:27]=1[F:28])[CH2:7][N:8]1[CH2:13][CH2:12][CH:11]([NH:14][C:15]2[O:16][C:17]3[C:23]([NH:24][C:44](=[O:45])[CH2:43][O:42][CH3:41])=[CH:22][CH:21]=[CH:20][C:18]=3[N:19]=2)[CH2:10][CH2:9]1)[CH3:2]. The catalyst class is: 2. (3) Reactant: [Cl:1][C:2]1[CH:7]=[CH:6][C:5]([S:8]([NH:11][C@@H:12]2[CH2:17][CH2:16][CH2:15][CH2:14][C@H:13]2[C:18]([OH:20])=O)(=[O:10])=[O:9])=[CH:4][CH:3]=1.F[B-](F)(F)F.C[N+](C)=C(N(C)C)O.C(N(C(C)C)C(C)C)C.[NH2:43][CH:44]([C:47]1[CH:52]=[CH:51][CH:50]=[C:49]([OH:53])[CH:48]=1)[C:45]#[N:46]. Product: [C:45]([CH:44]([NH:43][C:18]([C@@H:13]1[CH2:14][CH2:15][CH2:16][CH2:17][C@H:12]1[NH:11][S:8]([C:5]1[CH:4]=[CH:3][C:2]([Cl:1])=[CH:7][CH:6]=1)(=[O:9])=[O:10])=[O:20])[C:47]1[CH:52]=[CH:51][CH:50]=[C:49]([OH:53])[CH:48]=1)#[N:46]. The catalyst class is: 23. (4) Reactant: [C:1]([CH:4]1[CH2:9][CH2:8][CH:7]([NH:10][C:11](=[O:27])[O:12][CH2:13][CH:14]2[C:26]3[CH:25]=[CH:24][CH:23]=[CH:22][C:21]=3[C:20]3[C:15]2=[CH:16][CH:17]=[CH:18][CH:19]=3)[CH2:6][CH2:5]1)(=[O:3])[CH3:2].[Br:28]Br. Product: [Br:28][CH2:2][C:1]([CH:4]1[CH2:5][CH2:6][CH:7]([NH:10][C:11](=[O:27])[O:12][CH2:13][CH:14]2[C:26]3[CH:25]=[CH:24][CH:23]=[CH:22][C:21]=3[C:20]3[C:15]2=[CH:16][CH:17]=[CH:18][CH:19]=3)[CH2:8][CH2:9]1)=[O:3]. The catalyst class is: 5. (5) The catalyst class is: 314. Reactant: [Br:1][C:2]1[CH:3]=[CH:4][C:5]([N+:15]([O-])=O)=[C:6]([NH:8][CH:9]2[CH2:14][CH2:13][O:12][CH2:11][CH2:10]2)[CH:7]=1.[NH4+].[Cl-]. Product: [Br:1][C:2]1[CH:7]=[C:6]([NH:8][CH:9]2[CH2:10][CH2:11][O:12][CH2:13][CH2:14]2)[C:5]([NH2:15])=[CH:4][CH:3]=1. (6) Reactant: [C:1]([O:5][C:6](=[O:18])[NH:7][CH:8]([CH3:17])[CH2:9][C:10]1[CH:15]=[CH:14][C:13](I)=[CH:12][CH:11]=1)([CH3:4])([CH3:3])[CH3:2].[CH2:19]([O:21][C:22]1[CH:27]=[CH:26][C:25]([C:28]#[CH:29])=[CH:24][CH:23]=1)[CH3:20].ClCCl. Product: [C:1]([O:5][C:6](=[O:18])[NH:7][CH:8]([CH3:17])[CH2:9][C:10]1[CH:15]=[CH:14][C:13]([C:29]#[C:28][C:25]2[CH:26]=[CH:27][C:22]([O:21][CH2:19][CH3:20])=[CH:23][CH:24]=2)=[CH:12][CH:11]=1)([CH3:4])([CH3:3])[CH3:2]. The catalyst class is: 767. (7) Reactant: [C:1]([C:3]1[C:8]([C:9]#[N:10])=[CH:7][N:6]=[C:5]([NH:11][C:12]([N:14]2[C:23]3[C:18](=[CH:19][CH:20]=[C:21]([CH:24](OC)[O:25]C)[N:22]=3)[CH2:17][CH2:16][CH2:15]2)=[O:13])[CH:4]=1)#[N:2].O.Cl. Product: [C:1]([C:3]1[C:8]([C:9]#[N:10])=[CH:7][N:6]=[C:5]([NH:11][C:12]([N:14]2[C:23]3[C:18](=[CH:19][CH:20]=[C:21]([CH:24]=[O:25])[N:22]=3)[CH2:17][CH2:16][CH2:15]2)=[O:13])[CH:4]=1)#[N:2]. The catalyst class is: 49. (8) Reactant: [C:1]([O-])(=O)[CH3:2].[Na+].[CH3:6][N:7]1[C:12](=[O:13])[CH2:11][C:10](=[S:14])[N:9]([CH2:15][CH:16]([CH3:18])[CH3:17])[C:8]1=[O:19]. Product: [CH3:6][N:7]1[C:12](=[O:13])[C:11]2[CH:1]=[CH:2][S:14][C:10]=2[N:9]([CH2:15][CH:16]([CH3:17])[CH3:18])[C:8]1=[O:19]. The catalyst class is: 6. (9) Reactant: [OH:1]O.[CH3:3][O:4][C:5]1[CH:10]=[CH:9][C:8](B(O)O)=[C:7]([CH3:14])[N:6]=1.O. Product: [CH3:3][O:4][C:5]1[N:6]=[C:7]([CH3:14])[C:8]([OH:1])=[CH:9][CH:10]=1. The catalyst class is: 4. (10) Reactant: [N:1]1([C:7]2[C:12]3[CH2:13][N:14](C(OC(C)(C)C)=O)[CH2:15][CH2:16][O:17][C:11]=3[CH:10]=[CH:9][CH:8]=2)[CH2:6][CH2:5][O:4][CH2:3][CH2:2]1.C(OCC)(=O)C.[ClH:31]. Product: [ClH:31].[ClH:31].[N:1]1([C:7]2[C:12]3[CH2:13][NH:14][CH2:15][CH2:16][O:17][C:11]=3[CH:10]=[CH:9][CH:8]=2)[CH2:6][CH2:5][O:4][CH2:3][CH2:2]1. The catalyst class is: 13.